This data is from Catalyst prediction with 721,799 reactions and 888 catalyst types from USPTO. The task is: Predict which catalyst facilitates the given reaction. Reactant: [F:1][C:2]1[CH:7]=[CH:6][C:5]([CH:8]([OH:26])[CH2:9][CH2:10][CH2:11][C:12]([N:14]2[CH:18]([C:19]3[CH:24]=[CH:23][CH:22]=[CH:21][CH:20]=3)[CH2:17][O:16][C:15]2=[O:25])=[O:13])=[CH:4][CH:3]=1.N1C=CN=C1.[Si:32](Cl)([C:35]([CH3:38])([CH3:37])[CH3:36])([CH3:34])[CH3:33]. Product: [Si:32]([O:26][CH:8]([C:5]1[CH:6]=[CH:7][C:2]([F:1])=[CH:3][CH:4]=1)[CH2:9][CH2:10][CH2:11][C:12]([N:14]1[CH:18]([C:19]2[CH:20]=[CH:21][CH:22]=[CH:23][CH:24]=2)[CH2:17][O:16][C:15]1=[O:25])=[O:13])([C:35]([CH3:38])([CH3:37])[CH3:36])([CH3:34])[CH3:33]. The catalyst class is: 3.